This data is from Forward reaction prediction with 1.9M reactions from USPTO patents (1976-2016). The task is: Predict the product of the given reaction. (1) Given the reactants [Br:1][C:2]1[CH:3]=[CH:4][CH:5]=[C:6]2[C:11]=1[N:10]=[CH:9][N:8]=[C:7]2O.P(Cl)(Cl)([Cl:15])=O, predict the reaction product. The product is: [Br:1][C:2]1[CH:3]=[CH:4][CH:5]=[C:6]2[C:11]=1[N:10]=[CH:9][N:8]=[C:7]2[Cl:15]. (2) Given the reactants [N+:1]([C:4]1[CH:12]=[CH:11][CH:10]=[C:6]([C:7]([OH:9])=[O:8])[C:5]=1[OH:13])([O-:3])=[O:2].C(=O)([O-])[O-].[K+].[K+].[CH3:20][O:21][CH2:22]Cl, predict the reaction product. The product is: [CH3:20][O:21][CH2:22][O:13][C:5]1[C:4]([N+:1]([O-:3])=[O:2])=[CH:12][CH:11]=[CH:10][C:6]=1[C:7]([OH:9])=[O:8]. (3) Given the reactants Br[C:2]1[C:3]2[C:8]([CH:9]=[C:10]3[C:15]=1[CH:14]=[CH:13][CH:12]=[CH:11]3)=[CH:7][CH:6]=[CH:5][CH:4]=2.BrC1C=CC=CC=1O, predict the reaction product. The product is: [CH:4]1[C:3]2[C:8](=[CH:9][C:10]3[C:15]([CH:2]=2)=[CH:14][CH:13]=[CH:12][CH:11]=3)[CH:7]=[CH:6][CH:5]=1. (4) Given the reactants [CH3:1][C@H:2]1[CH2:7][C@@H:6]([CH3:8])[CH2:5][N:4]([C:9]2[CH:14]=[CH:13][C:12]([C:15]3[CH:20]=[CH:19][CH:18]=[CH:17][C:16]=3[C:21]3[N:22]=[N:23][N:24](C(C4C=CC=CC=4)(C4C=CC=CC=4)C4C=CC=CC=4)[N:25]=3)=[CH:11][C:10]=2[NH2:45])[CH2:3]1.[C:46]1([CH3:56])[CH:51]=[CH:50][C:49]([CH2:52][C:53](O)=[O:54])=[CH:48][CH:47]=1.F[P-](F)(F)(F)(F)F.N1(O[P+](N(C)C)(N(C)C)N(C)C)C2C=CC=CC=2N=N1.Cl.O1CCOCC1, predict the reaction product. The product is: [CH3:1][C@H:2]1[CH2:7][C@@H:6]([CH3:8])[CH2:5][N:4]([C:9]2[CH:14]=[CH:13][C:12]([C:15]3[CH:20]=[CH:19][CH:18]=[CH:17][C:16]=3[C:21]3[NH:25][N:24]=[N:23][N:22]=3)=[CH:11][C:10]=2[NH:45][C:53](=[O:54])[CH2:52][C:49]2[CH:50]=[CH:51][C:46]([CH3:56])=[CH:47][CH:48]=2)[CH2:3]1. (5) Given the reactants [CH3:1][C:2]1[CH:6]=[CH:5][NH:4][N:3]=1.[N+:7]([O-])([O-:9])=[O:8].[K+].[NH4+].[OH-], predict the reaction product. The product is: [CH3:1][C:2]1[C:6]([N+:7]([O-:9])=[O:8])=[CH:5][NH:4][N:3]=1. (6) Given the reactants Cl[C:2]1[C:7]([N+:8]([O-:10])=[O:9])=[CH:6][CH:5]=[CH:4][N:3]=1.Cl.[NH2:12][CH2:13][C:14]1[NH:15][C:16]2[CH:22]=[CH:21][CH:20]=[CH:19][C:17]=2[N:18]=1.C(O)C.C(N(C(C)C)CC)(C)C, predict the reaction product. The product is: [NH:15]1[C:16]2[CH:22]=[CH:21][CH:20]=[CH:19][C:17]=2[N:18]=[C:14]1[CH2:13][NH:12][C:2]1[C:7]([N+:8]([O-:10])=[O:9])=[CH:6][CH:5]=[CH:4][N:3]=1.